Dataset: Forward reaction prediction with 1.9M reactions from USPTO patents (1976-2016). Task: Predict the product of the given reaction. Given the reactants [OH:1][C:2]1[CH:3]=[CH:4][C:5]([CH3:8])=[N:6][CH:7]=1.C.[ClH:10], predict the reaction product. The product is: [Cl:10][C:7]1[C:2]([OH:1])=[CH:3][CH:4]=[C:5]([CH3:8])[N:6]=1.